This data is from Forward reaction prediction with 1.9M reactions from USPTO patents (1976-2016). The task is: Predict the product of the given reaction. (1) Given the reactants [CH3:1][O:2][C:3]1[C:12]2[C:7](=[CH:8][C:9]([C:13]([F:16])([F:15])[F:14])=[CH:10][CH:11]=2)[N:6]=[CH:5][CH:4]=1.ClC1C=CC=C(C(OO)=[O:25])C=1.C(=O)([O-])O.[Na+], predict the reaction product. The product is: [CH3:1][O:2][C:3]1[C:12]2[C:7](=[CH:8][C:9]([C:13]([F:16])([F:14])[F:15])=[CH:10][CH:11]=2)[N+:6]([O-:25])=[CH:5][CH:4]=1. (2) Given the reactants F[B-](F)(F)F.[N:6]1([O:15]C(N(C)C)=[N+](C)C)C2C=CC=CC=2N=N1.C(N(C(C)C)CC)(C)C.[CH2:32]([N:39]1[CH2:44][CH2:43][N:42]([CH:45]([CH2:49][NH:50][C:51](=[O:73])[C:52]2[CH:57]=[CH:56][C:55]([O:58][CH2:59][C:60]3[C:61]([C:69]([F:72])([F:71])[F:70])=[N:62][N:63]4[CH:68]=[CH:67][CH:66]=[CH:65][C:64]=34)=[CH:54][CH:53]=2)[C:46](O)=[O:47])[CH2:41][CH2:40]1)[C:33]1[CH:38]=[CH:37][CH:36]=[CH:35][CH:34]=1.[Si](ON)(C(C)(C)C)(C)C.C(O)(=O)CC(CC(O)=O)(C(O)=O)O.C(=O)([O-])O.[Na+], predict the reaction product. The product is: [CH2:32]([N:39]1[CH2:44][CH2:43][N:42]([CH:45]([C:46](=[O:47])[NH:6][OH:15])[CH2:49][NH:50][C:51](=[O:73])[C:52]2[CH:57]=[CH:56][C:55]([O:58][CH2:59][C:60]3[C:61]([C:69]([F:71])([F:72])[F:70])=[N:62][N:63]4[CH:68]=[CH:67][CH:66]=[CH:65][C:64]=34)=[CH:54][CH:53]=2)[CH2:41][CH2:40]1)[C:33]1[CH:34]=[CH:35][CH:36]=[CH:37][CH:38]=1.